This data is from Catalyst prediction with 721,799 reactions and 888 catalyst types from USPTO. The task is: Predict which catalyst facilitates the given reaction. (1) Reactant: C(CN)O.C(=O)([O-])[O-].[K+].[K+].[F:11][C:12]1[C:20]([F:21])=[C:19]2[C:15]([C:16]([NH:30]C(=O)CCC)=[N:17][N:18]2[CH2:22][O:23][CH2:24][CH2:25][Si:26]([CH3:29])([CH3:28])[CH3:27])=[CH:14][C:13]=1[C:36]1[CH:41]=[CH:40][CH:39]=[CH:38][CH:37]=1. Product: [F:11][C:12]1[C:20]([F:21])=[C:19]2[C:15]([C:16]([NH2:30])=[N:17][N:18]2[CH2:22][O:23][CH2:24][CH2:25][Si:26]([CH3:29])([CH3:28])[CH3:27])=[CH:14][C:13]=1[C:36]1[CH:37]=[CH:38][CH:39]=[CH:40][CH:41]=1. The catalyst class is: 9. (2) Reactant: [CH:1]([C:4]1[CH:9]=[CH:8][C:7]([C:10]2[N:14]3[CH:15]=[N:16][C:17]4[N:21]([S:22]([C:25]5[CH:31]=[CH:30][C:28]([CH3:29])=[CH:27][CH:26]=5)(=[O:24])=[O:23])[CH:20]=[CH:19][C:18]=4[C:13]3=[C:12]([CH:32]3[CH2:37][CH2:36][CH2:35][NH:34][CH2:33]3)[N:11]=2)=[CH:6][CH:5]=1)([CH3:3])[CH3:2].[C:38](OC(=O)C)(=[O:40])[CH3:39]. Product: [CH:1]([C:4]1[CH:9]=[CH:8][C:7]([C:10]2[N:14]3[CH:15]=[N:16][C:17]4[N:21]([S:22]([C:25]5[CH:26]=[CH:27][C:28]([CH3:29])=[CH:30][CH:31]=5)(=[O:24])=[O:23])[CH:20]=[CH:19][C:18]=4[C:13]3=[C:12]([CH:32]3[CH2:37][CH2:36][CH2:35][N:34]([C:38](=[O:40])[CH3:39])[CH2:33]3)[N:11]=2)=[CH:6][CH:5]=1)([CH3:3])[CH3:2]. The catalyst class is: 2. (3) Reactant: [CH:1]1([NH:4][C:5]([C:7]2[CH:8]=[CH:9][C:10]([CH3:39])=[C:11]([C:13]3[CH:14]=[C:15]4[C:20](=[CH:21][CH:22]=3)[N:19]=[C:18]([NH:23][C:24]([CH3:38])([CH3:37])[CH2:25][N:26]([CH:34]([CH3:36])[CH3:35])C(=O)OC(C)(C)C)[N:17]=[CH:16]4)[CH:12]=2)=[O:6])[CH2:3][CH2:2]1.Cl. Product: [CH:1]1([NH:4][C:5](=[O:6])[C:7]2[CH:8]=[CH:9][C:10]([CH3:39])=[C:11]([C:13]3[CH:14]=[C:15]4[C:20](=[CH:21][CH:22]=3)[N:19]=[C:18]([NH:23][C:24]([CH3:37])([CH3:38])[CH2:25][NH:26][CH:34]([CH3:35])[CH3:36])[N:17]=[CH:16]4)[CH:12]=2)[CH2:3][CH2:2]1. The catalyst class is: 71. (4) Reactant: N1CCC[CH2:2]1.C([Li])CCC.[CH3:11][CH2:12][C@@H:13]([C:15]([O:17][C@@H:18]1[C@@H:23]2[C@@H:24]([CH2:29][CH2:30][C@H:31]3[O:37][C:35](=[O:36])[CH2:34][C@H:33]([OH:38])[CH2:32]3)[C@@H:25]([CH3:28])[CH:26]=[CH:27][C:22]2=[CH:21][C@H:20]([CH3:39])[CH2:19]1)=[O:16])[CH3:14].CI. Product: [CH3:11][CH2:12][C:13]([C:15]([O:17][C@@H:18]1[C@@H:23]2[C@@H:24]([CH2:29][CH2:30][C@H:31]3[O:37][C:35](=[O:36])[CH2:34][C@H:33]([OH:38])[CH2:32]3)[C@@H:25]([CH3:28])[CH:26]=[CH:27][C:22]2=[CH:21][C@H:20]([CH3:39])[CH2:19]1)=[O:16])([CH3:2])[CH3:14]. The catalyst class is: 1.